Dataset: Reaction yield outcomes from USPTO patents with 853,638 reactions. Task: Predict the reaction yield, written as a fraction of the theoretical maximum amount of product (1.0 means a 100% yield; for example, 0.34 means a 34% yield). (1) The reactants are [C:1]([C:3]1[CH:4]=[C:5]([NH:9][C:10]([C:12]2[N:13]([CH3:18])[N:14]=[C:15]([CH3:17])[CH:16]=2)=[O:11])[CH:6]=[CH:7][CH:8]=1)#[CH:2].Br[C:20]1[CH:21]=[N:22][CH:23]=[C:24]([CH:37]=1)[C:25]([N:27]=[S@@:28]([CH3:36])(=[O:35])[C:29]1[CH:34]=[CH:33][CH:32]=[CH:31][CH:30]=1)=[O:26]. No catalyst specified. The product is [CH3:18][N:13]1[C:12]([C:10]([NH:9][C:5]2[CH:4]=[C:3]([C:1]#[C:2][C:20]3[CH:21]=[N:22][CH:23]=[C:24]([CH:37]=3)[C:25]([N:27]=[S@@:28]([CH3:36])(=[O:35])[C:29]3[CH:34]=[CH:33][CH:32]=[CH:31][CH:30]=3)=[O:26])[CH:8]=[CH:7][CH:6]=2)=[O:11])=[CH:16][C:15]([CH3:17])=[N:14]1. The yield is 0.640. (2) The reactants are [Li+].C[Si]([N-][Si](C)(C)C)(C)C.[Cl:11][C:12]1[N:20]=[C:19]([F:21])[C:18]([F:22])=[CH:17][C:13]=1[C:14]([NH2:16])=[O:15].CN(C)[CH:25]=[O:26].Cl. The catalyst is CC1CCCO1. The product is [Cl:11][C:12]1[C:13]2[C:14](=[O:15])[NH:16][CH:25]([OH:26])[C:17]=2[C:18]([F:22])=[C:19]([F:21])[N:20]=1. The yield is 0.880. (3) The reactants are [Cl-].O[NH3+:3].[C:4](=[O:7])([O-])[OH:5].[Na+].CS(C)=O.[CH2:13]([C:15]1[N:16]=[C:17]([CH3:43])[N:18]([C:37]2[CH:42]=[CH:41][CH:40]=[CH:39][CH:38]=2)[C:19](=[O:36])[C:20]=1[CH2:21][C:22]1[CH:27]=[CH:26][C:25]([C:28]2[C:29]([C:34]#[N:35])=[CH:30][CH:31]=[CH:32][CH:33]=2)=[CH:24][CH:23]=1)[CH3:14]. The catalyst is C(OCC)(=O)C. The product is [CH2:13]([C:15]1[N:16]=[C:17]([CH3:43])[N:18]([C:37]2[CH:42]=[CH:41][CH:40]=[CH:39][CH:38]=2)[C:19](=[O:36])[C:20]=1[CH2:21][C:22]1[CH:23]=[CH:24][C:25]([C:28]2[CH:33]=[CH:32][CH:31]=[CH:30][C:29]=2[C:34]2[NH:3][C:4](=[O:7])[O:5][N:35]=2)=[CH:26][CH:27]=1)[CH3:14]. The yield is 0.620.